From a dataset of hERG Central: cardiac toxicity at 1µM, 10µM, and general inhibition. Predict hERG channel inhibition at various concentrations. (1) The compound is COC(=O)CSc1nnc(CNc2ccc(Cl)cc2)n1Cc1ccccc1. Results: hERG_inhib (hERG inhibition (general)): blocker. (2) The molecule is O=C(NCCCN1CCN(c2ccccc2F)CC1)Nc1ccccc1[N+](=O)[O-]. Results: hERG_inhib (hERG inhibition (general)): blocker. (3) The drug is O=C(Nc1cccc(-c2cccc(F)c2)c1)C1CCN(Cc2ccc(CO)o2)CC1. Results: hERG_inhib (hERG inhibition (general)): blocker. (4) The molecule is COc1ccc(NC(=S)N2CCN(c3ccc([N+](=O)[O-])cc3)CC2)cc1OC. Results: hERG_inhib (hERG inhibition (general)): blocker. (5) The drug is CCC1Oc2ccc(C)cc2N(CC(=O)N2CCN(c3ccc(F)cc3)CC2)C1=O. Results: hERG_inhib (hERG inhibition (general)): blocker. (6) The drug is O=C(Nc1cccc([N+](=O)[O-])c1)C12CC3CC(C1)CC(n1cnc([N+](=O)[O-])n1)(C3)C2. Results: hERG_inhib (hERG inhibition (general)): blocker.